From a dataset of NCI-60 drug combinations with 297,098 pairs across 59 cell lines. Regression. Given two drug SMILES strings and cell line genomic features, predict the synergy score measuring deviation from expected non-interaction effect. (1) Drug 1: C1CC(=O)NC(=O)C1N2CC3=C(C2=O)C=CC=C3N. Drug 2: C1=NC2=C(N1)C(=S)N=CN2. Cell line: NCI-H226. Synergy scores: CSS=-0.00500, Synergy_ZIP=-9.37, Synergy_Bliss=-17.7, Synergy_Loewe=-37.6, Synergy_HSA=-16.6. (2) Drug 1: COC1=CC(=CC(=C1O)OC)C2C3C(COC3=O)C(C4=CC5=C(C=C24)OCO5)OC6C(C(C7C(O6)COC(O7)C8=CC=CS8)O)O. Drug 2: CC1=C2C(C(=O)C3(C(CC4C(C3C(C(C2(C)C)(CC1OC(=O)C(C(C5=CC=CC=C5)NC(=O)OC(C)(C)C)O)O)OC(=O)C6=CC=CC=C6)(CO4)OC(=O)C)O)C)O. Cell line: HCT-15. Synergy scores: CSS=46.5, Synergy_ZIP=-1.07, Synergy_Bliss=-2.08, Synergy_Loewe=-2.64, Synergy_HSA=-2.28. (3) Cell line: UACC-257. Drug 2: C1C(C(OC1N2C=NC3=C(N=C(N=C32)Cl)N)CO)O. Drug 1: CC1=CC=C(C=C1)C2=CC(=NN2C3=CC=C(C=C3)S(=O)(=O)N)C(F)(F)F. Synergy scores: CSS=9.52, Synergy_ZIP=0.394, Synergy_Bliss=2.19, Synergy_Loewe=-15.7, Synergy_HSA=-0.714. (4) Drug 1: C1CCC(C1)C(CC#N)N2C=C(C=N2)C3=C4C=CNC4=NC=N3. Drug 2: CNC(=O)C1=NC=CC(=C1)OC2=CC=C(C=C2)NC(=O)NC3=CC(=C(C=C3)Cl)C(F)(F)F. Cell line: SN12C. Synergy scores: CSS=16.7, Synergy_ZIP=-6.07, Synergy_Bliss=-3.51, Synergy_Loewe=-13.7, Synergy_HSA=-3.23.